The task is: Predict the reactants needed to synthesize the given product.. This data is from Full USPTO retrosynthesis dataset with 1.9M reactions from patents (1976-2016). (1) Given the product [F:1][C:2]1[CH:7]=[CH:6][C:5]([C:8]2[N:9]=[C:10]3[CH:15]=[CH:14][CH:13]=[N:12][N:11]3[C:16]=2[C:17]2[CH:22]=[CH:21][N:20]=[C:19]([NH:23][C:24]([NH:33][CH2:34][CH2:35][OH:36])=[O:31])[CH:18]=2)=[CH:4][C:3]=1[CH3:32], predict the reactants needed to synthesize it. The reactants are: [F:1][C:2]1[CH:7]=[CH:6][C:5]([C:8]2[N:9]=[C:10]3[CH:15]=[CH:14][CH:13]=[N:12][N:11]3[C:16]=2[C:17]2[CH:22]=[CH:21][N:20]=[C:19]([NH:23][C:24](=[O:31])OCC(Cl)(Cl)Cl)[CH:18]=2)=[CH:4][C:3]=1[CH3:32].[NH2:33][CH2:34][CH2:35][OH:36].C(N(C(C)C)C(C)C)C.C(=O)([O-])O.[Na+]. (2) Given the product [CH:4]([C:3]1[CH:6]=[CH:7][C:8]([O:10][CH3:11])=[CH:9][C:2]=1[O:1][CH2:13][C:14]([O:16][CH2:17][CH3:18])=[O:15])=[O:5], predict the reactants needed to synthesize it. The reactants are: [OH:1][C:2]1[CH:9]=[C:8]([O:10][CH3:11])[CH:7]=[CH:6][C:3]=1[CH:4]=[O:5].Br[CH2:13][C:14]([O:16][CH2:17][CH3:18])=[O:15].C([O-])([O-])=O.[K+].[K+].